Task: Predict the product of the given reaction.. Dataset: Forward reaction prediction with 1.9M reactions from USPTO patents (1976-2016) (1) Given the reactants [O:1]=[C:2]1[CH:7]=[C:6]([C:8]([O:10]C)=[O:9])[CH:5]=[CH:4][N:3]1[CH:12]([C:14]1[CH:19]=[CH:18][CH:17]=[CH:16][CH:15]=1)[CH3:13].O.[OH-].[Li+].O1CCCC1.Cl, predict the reaction product. The product is: [O:1]=[C:2]1[CH:7]=[C:6]([C:8]([OH:10])=[O:9])[CH:5]=[CH:4][N:3]1[CH:12]([C:14]1[CH:19]=[CH:18][CH:17]=[CH:16][CH:15]=1)[CH3:13]. (2) The product is: [F:44][C:34]([F:33])([F:43])[C:35]1[NH:39][C:38]([C@@H:40]([NH:42][C:21]([C:20]2[C:14]3[C:15](=[N:16][CH:17]=[C:12]([C:6]4[C:5]5[C:9](=[CH:10][C:2]([F:1])=[CH:3][CH:4]=5)[N:8]([CH3:11])[N:7]=4)[N:13]=3)[N:18]([CH2:24][O:25][CH2:26][CH2:27][Si:28]([CH3:30])([CH3:29])[CH3:31])[CH:19]=2)=[O:22])[CH3:41])=[N:37][CH:36]=1. Given the reactants [F:1][C:2]1[CH:10]=[C:9]2[C:5]([C:6]([C:12]3[N:13]=[C:14]4[C:20]([C:21](O)=[O:22])=[CH:19][N:18]([CH2:24][O:25][CH2:26][CH2:27][Si:28]([CH3:31])([CH3:30])[CH3:29])[C:15]4=[N:16][CH:17]=3)=[N:7][N:8]2[CH3:11])=[CH:4][CH:3]=1.Cl.[F:33][C:34]([F:44])([F:43])[C:35]1[NH:39][C:38]([C@@H:40]([NH2:42])[CH3:41])=[N:37][CH:36]=1.C(N(C(C)C)CC)(C)C.C1CN(C(ON2N=NC3C2=CC=CC=3)=[N+]2CCCC2)CC1.F[P-](F)(F)(F)(F)F, predict the reaction product. (3) The product is: [Cl:24][C:6]1[CH:5]=[C:4]([CH2:9][CH2:10][C:11]2[CH:16]=[CH:15][CH:14]=[C:13]([C:17]3[O:18][CH:19]=[CH:20][CH:21]=3)[CH:12]=2)[N:3]=[C:2]([NH2:1])[N:7]=1. Given the reactants [NH2:1][C:2]1[NH:7][C:6](=O)[CH:5]=[C:4]([CH2:9][CH2:10][C:11]2[CH:16]=[CH:15][CH:14]=[C:13]([C:17]3[O:18][CH:19]=[CH:20][CH:21]=3)[CH:12]=2)[N:3]=1.P(Cl)(Cl)([Cl:24])=O, predict the reaction product.